From a dataset of Forward reaction prediction with 1.9M reactions from USPTO patents (1976-2016). Predict the product of the given reaction. (1) Given the reactants [CH2:1]([O:3][C:4](=[O:20])[CH2:5][C:6]1[N:14]2[C:9]([CH:10]=[C:11]([C:15]([F:18])([F:17])[F:16])[CH:12]=[CH:13]2)=[CH:8][C:7]=1[CH3:19])[CH3:2].[CH3:21][S:22]([C:25]1[CH:30]=[CH:29][C:28]([S:31][S:31][C:28]2[CH:29]=[CH:30][C:25]([S:22]([CH3:21])(=[O:24])=[O:23])=[CH:26][CH:27]=2)=[CH:27][CH:26]=1)(=[O:24])=[O:23], predict the reaction product. The product is: [CH2:1]([O:3][C:4](=[O:20])[CH2:5][C:6]1[N:14]2[C:9]([CH:10]=[C:11]([C:15]([F:16])([F:17])[F:18])[CH:12]=[CH:13]2)=[C:8]([S:31][C:28]2[CH:29]=[CH:30][C:25]([S:22]([CH3:21])(=[O:24])=[O:23])=[CH:26][CH:27]=2)[C:7]=1[CH3:19])[CH3:2]. (2) Given the reactants C([NH:9][C:10]([NH:12][C:13]1[CH:18]=[C:17]([N:19]([CH2:21][CH2:22][O:23][CH3:24])[CH3:20])[CH:16]=[CH:15][C:14]=1[O:25][CH3:26])=[S:11])(=O)C1C=CC=CC=1.C[O-].[Na+], predict the reaction product. The product is: [CH3:26][O:25][C:14]1[CH:15]=[CH:16][C:17]([N:19]([CH2:21][CH2:22][O:23][CH3:24])[CH3:20])=[CH:18][C:13]=1[NH:12][C:10]([NH2:9])=[S:11].